From a dataset of Full USPTO retrosynthesis dataset with 1.9M reactions from patents (1976-2016). Predict the reactants needed to synthesize the given product. Given the product [CH3:24][C:14]1[N:13]([C:10]2[CH:11]=[CH:12][C:7]([OH:6])=[CH:8][CH:9]=2)[C:17]([C:18]2[CH:19]=[CH:20][N:21]=[CH:22][CH:23]=2)=[CH:16][N:15]=1, predict the reactants needed to synthesize it. The reactants are: B(Br)(Br)Br.C[O:6][C:7]1[CH:12]=[CH:11][C:10]([N:13]2[C:17]([C:18]3[CH:23]=[CH:22][N:21]=[CH:20][CH:19]=3)=[CH:16][N:15]=[C:14]2[CH3:24])=[CH:9][CH:8]=1.[OH-].[Na+].Cl.